From a dataset of NCI-60 drug combinations with 297,098 pairs across 59 cell lines. Regression. Given two drug SMILES strings and cell line genomic features, predict the synergy score measuring deviation from expected non-interaction effect. (1) Drug 1: CC1C(C(=O)NC(C(=O)N2CCCC2C(=O)N(CC(=O)N(C(C(=O)O1)C(C)C)C)C)C(C)C)NC(=O)C3=C4C(=C(C=C3)C)OC5=C(C(=O)C(=C(C5=N4)C(=O)NC6C(OC(=O)C(N(C(=O)CN(C(=O)C7CCCN7C(=O)C(NC6=O)C(C)C)C)C)C(C)C)C)N)C. Drug 2: C1C(C(OC1N2C=NC(=NC2=O)N)CO)O. Cell line: OVCAR-5. Synergy scores: CSS=37.1, Synergy_ZIP=-7.46, Synergy_Bliss=0.620, Synergy_Loewe=2.78, Synergy_HSA=3.02. (2) Drug 1: C1=CC(=C2C(=C1NCCNCCO)C(=O)C3=C(C=CC(=C3C2=O)O)O)NCCNCCO. Drug 2: C1CCC(C(C1)N)N.C(=O)(C(=O)[O-])[O-].[Pt+4]. Cell line: ACHN. Synergy scores: CSS=51.3, Synergy_ZIP=-2.94, Synergy_Bliss=-1.84, Synergy_Loewe=0.824, Synergy_HSA=1.98.